Task: Predict the reaction yield, written as a fraction of the theoretical maximum amount of product (1.0 means a 100% yield; for example, 0.34 means a 34% yield).. Dataset: Reaction yield outcomes from USPTO patents with 853,638 reactions (1) The reactants are [F:1][C:2]1[CH:10]=[CH:9][CH:8]=[C:7]2[C:3]=1[CH:4]=[CH:5][N:6]2[CH:11]([CH3:16])[C:12]([O:14]C)=[O:13].[OH-].[Na+].[CH3:19]O. No catalyst specified. The product is [F:1][C:2]1[CH:10]=[CH:9][CH:8]=[C:7]2[C:3]=1[CH:4]=[CH:5][N:6]2[C:11]([CH3:16])([CH3:19])[C:12]([OH:14])=[O:13]. The yield is 0.840. (2) The product is [C:19]([O:1][C:2]1[CH:3]=[C:4]([CH:8]=[C:9]([O:11][C:27](=[O:26])[CH3:28])[CH:10]=1)[C:5]([OH:7])=[O:6])(=[O:21])[CH3:20]. The reactants are [OH:1][C:2]1[CH:3]=[C:4]([CH:8]=[C:9]([OH:11])[CH:10]=1)[C:5]([OH:7])=[O:6].C(N(CC)CC)C.[C:19](OC(=O)C)(=[O:21])[CH3:20].[O:26]1CC[CH2:28][CH2:27]1. No catalyst specified. The yield is 0.900.